Dataset: Forward reaction prediction with 1.9M reactions from USPTO patents (1976-2016). Task: Predict the product of the given reaction. (1) Given the reactants [Si:1]([O:18][CH2:19][CH:20]1[CH2:25][CH2:24][NH:23][CH2:22][CH2:21]1)([C:14]([CH3:17])([CH3:16])[CH3:15])([C:8]1[CH:13]=[CH:12][CH:11]=[CH:10][CH:9]=1)[C:2]1[CH:7]=[CH:6][CH:5]=[CH:4][CH:3]=1.[C:26]([O:29][CH2:30][C:31](Cl)=[O:32])(=[O:28])[CH3:27].C(N(CC)CC)C, predict the reaction product. The product is: [C:26]([O:29][CH2:30][C:31]([N:23]1[CH2:24][CH2:25][CH:20]([CH2:19][O:18][Si:1]([C:14]([CH3:17])([CH3:15])[CH3:16])([C:2]2[CH:3]=[CH:4][CH:5]=[CH:6][CH:7]=2)[C:8]2[CH:13]=[CH:12][CH:11]=[CH:10][CH:9]=2)[CH2:21][CH2:22]1)=[O:32])(=[O:28])[CH3:27]. (2) The product is: [Br:1][C:2]1[CH:3]=[N:4][C:5]2[CH:6]=[CH:7][CH:8]=[C:9]([C:12]([O:14][CH3:20])=[O:13])[C:10]=2[CH:11]=1. Given the reactants [Br:1][C:2]1[CH:3]=[N:4][C:5]2[CH:6]=[CH:7][CH:8]=[C:9]([C:12]([OH:14])=[O:13])[C:10]=2[CH:11]=1.OS(O)(=O)=O.[CH3:20]O, predict the reaction product. (3) Given the reactants [CH3:1][O:2][C:3]1[CH:25]=[CH:24][C:6]([CH2:7][N:8]2[C:12]([N:13]3[CH2:17][CH2:16][CH2:15][CH2:14]3)=[N:11][C:10]([C:18]#[C:19][Si](C)(C)C)=[N:9]2)=[CH:5][CH:4]=1.[OH-].[Na+], predict the reaction product. The product is: [C:18]([C:10]1[N:11]=[C:12]([N:13]2[CH2:17][CH2:16][CH2:15][CH2:14]2)[N:8]([CH2:7][C:6]2[CH:5]=[CH:4][C:3]([O:2][CH3:1])=[CH:25][CH:24]=2)[N:9]=1)#[CH:19]. (4) The product is: [ClH:38].[Cl:38][C:23]1[C:24](=[O:37])[N:25]([CH2:26][CH2:27][C:28]2[CH:36]=[CH:35][C:31]([C:32]([OH:34])=[O:33])=[CH:30][CH:29]=2)[C:20]([CH2:19][N:17]([C@@H:13]2[CH2:14][CH2:15][CH2:16][C@H:12]2[OH:11])[CH3:18])=[C:21]([Cl:39])[CH:22]=1. Given the reactants FC(F)(F)C(O)=O.C([O:11][C@@H:12]1[CH2:16][CH2:15][CH2:14][C@H:13]1[N:17]([CH2:19][C:20]1[N:25]([CH2:26][CH2:27][C:28]2[CH:36]=[CH:35][C:31]([C:32]([OH:34])=[O:33])=[CH:30][CH:29]=2)[C:24](=[O:37])[C:23]([Cl:38])=[CH:22][C:21]=1[Cl:39])[CH3:18])(=O)C.C(=O)([O-])[O-].[K+].[K+].CO.Cl, predict the reaction product. (5) Given the reactants [CH3:1][O:2][C:3]1[CH:47]=[CH:46][CH:45]=[CH:44][C:4]=1[CH2:5][O:6][CH2:7][CH2:8][CH2:9][O:10][C:11]1[CH:16]=[CH:15][C:14]([CH:17]2[CH2:22][CH2:21][N:20]([C:23]([O:25][C:26]([CH3:29])([CH3:28])[CH3:27])=[O:24])[CH2:19][CH:18]2[O:30][CH2:31][CH2:32]OS(C2C=CC(C)=CC=2)(=O)=O)=[CH:13][CH:12]=1.[F:48][C:49]1[CH:54]=[CH:53][CH:52]=[C:51]([OH:55])[C:50]=1[CH2:56][CH2:57][NH:58][C:59](=[O:61])[CH3:60], predict the reaction product. The product is: [C:59]([NH:58][CH2:57][CH2:56][C:50]1[C:49]([F:48])=[CH:54][CH:53]=[CH:52][C:51]=1[O:55][CH2:32][CH2:31][O:30][CH:18]1[CH:17]([C:14]2[CH:13]=[CH:12][C:11]([O:10][CH2:9][CH2:8][CH2:7][O:6][CH2:5][C:4]3[CH:44]=[CH:45][CH:46]=[CH:47][C:3]=3[O:2][CH3:1])=[CH:16][CH:15]=2)[CH2:22][CH2:21][N:20]([C:23]([O:25][C:26]([CH3:27])([CH3:29])[CH3:28])=[O:24])[CH2:19]1)(=[O:61])[CH3:60]. (6) The product is: [CH3:17][C:18]1[C:22]([C:23]([N:25]2[CH2:26][CH2:27][N:28]([CH3:31])[CH2:29][CH2:30]2)=[O:24])=[C:21]([CH3:32])[NH:20][C:19]=1[CH:33]=[C:9]1[C:8]2[C:12](=[CH:13][CH:14]=[CH:15][C:7]=2[C:5]2[CH:6]=[N:1][CH:2]=[N:3][CH:4]=2)[NH:11][C:10]1=[O:16]. Given the reactants [N:1]1[CH:6]=[C:5]([C:7]2[CH:15]=[CH:14][CH:13]=[C:12]3[C:8]=2[CH2:9][C:10](=[O:16])[NH:11]3)[CH:4]=[N:3][CH:2]=1.[CH3:17][C:18]1[C:22]([C:23]([N:25]2[CH2:30][CH2:29][N:28]([CH3:31])[CH2:27][CH2:26]2)=[O:24])=[C:21]([CH3:32])[NH:20][C:19]=1[CH:33]=O, predict the reaction product.